This data is from Forward reaction prediction with 1.9M reactions from USPTO patents (1976-2016). The task is: Predict the product of the given reaction. (1) Given the reactants [F:1][C:2]1[CH:17]=[CH:16][C:15](I)=[CH:14][C:3]=1/[CH:4]=[CH:5]/[C:6]1[C:11]([CH3:12])=[CH:10][CH:9]=[CH:8][C:7]=1[CH3:13].[CH2:19]([OH:22])[CH:20]=[CH2:21], predict the reaction product. The product is: [CH3:13][C:7]1[CH:8]=[CH:9][CH:10]=[C:11]([CH3:12])[C:6]=1/[CH:5]=[CH:4]/[C:3]1[CH:14]=[C:15]([CH2:21][CH2:20][CH:19]=[O:22])[CH:16]=[CH:17][C:2]=1[F:1]. (2) The product is: [NH2:1][C:4]1[CH:12]=[C:11]2[C:7]([CH:8]=[N:9][N:10]2[CH2:13][O:14][CH2:15][CH2:16][Si:17]([CH3:18])([CH3:20])[CH3:19])=[CH:6][C:5]=1[C:21]1[CH:22]=[C:23]2[C:27](=[CH:28][CH:29]=1)[CH2:26][N:25]([C:30]([O:32][C:5]([CH3:21])([CH3:6])[CH3:4])=[O:31])[CH2:24]2. Given the reactants [N+:1]([C:4]1[CH:12]=[C:11]2[C:7]([CH:8]=[N:9][N:10]2[CH2:13][O:14][CH2:15][CH2:16][Si:17]([CH3:20])([CH3:19])[CH3:18])=[CH:6][C:5]=1[C:21]1[CH:22]=[C:23]2[C:27](=[CH:28][CH:29]=1)[CH2:26][N:25]([C:30]([O:32]CCCC)=[O:31])[CH2:24]2)([O-])=O, predict the reaction product. (3) Given the reactants [CH2:1]([O:3][CH2:4][CH2:5][NH2:6])[CH3:2].[S:7](N)([NH2:10])(=[O:9])=[O:8], predict the reaction product. The product is: [CH2:1]([O:3][CH2:4][CH2:5][NH:6][S:7](=[O:9])(=[O:8])[NH2:10])[CH3:2]. (4) The product is: [CH3:7][O:8][C:9]([C@@H:11]1[CH2:15][C:14](=[CH2:1])[CH2:13][N:12]1[C:17]([O:19][C:20]([CH3:23])([CH3:22])[CH3:21])=[O:18])=[O:10]. Given the reactants [CH3:1]C(C)([O-])C.[K+].[CH3:7][O:8][C:9]([C@@H:11]1[CH2:15][C:14](=O)[CH2:13][N:12]1[C:17]([O:19][C:20]([CH3:23])([CH3:22])[CH3:21])=[O:18])=[O:10].[Cl-].[NH4+], predict the reaction product. (5) Given the reactants [F:1][C:2]1[CH:11]=[C:10]([F:12])[CH:9]=[C:8]2[C:3]=1[N:4]=[CH:5][C:6](=[O:13])[NH:7]2.FC1C=C2C(=C(F)C=1)NC(=O)C=N2.[H-].[Na+].CS(O[CH2:34][CH2:35][N:36]1[CH2:41][CH2:40][CH:39]([NH:42][C:43]([O:45][C:46]([CH3:49])([CH3:48])[CH3:47])=[O:44])[CH2:38][CH2:37]1)(=O)=O.COC1C=C2C(C=CC(=O)N2CCN2CCC(NC(=O)OC(C)(C)C)CC2)=CC=1, predict the reaction product. The product is: [F:1][C:2]1[CH:11]=[C:10]([F:12])[CH:9]=[C:8]2[C:3]=1[N:4]=[CH:5][C:6](=[O:13])[N:7]2[CH2:34][CH2:35][N:36]1[CH2:41][CH2:40][CH:39]([NH:42][C:43](=[O:44])[O:45][C:46]([CH3:49])([CH3:48])[CH3:47])[CH2:38][CH2:37]1. (6) Given the reactants Br[CH2:2][C:3]1[C:12]([I:13])=[CH:11][CH:10]=[CH:9][C:4]=1[C:5](OC)=[O:6].[NH3:14], predict the reaction product. The product is: [I:13][C:12]1[CH:11]=[CH:10][CH:9]=[C:4]2[C:3]=1[CH2:2][NH:14][C:5]2=[O:6]. (7) Given the reactants [S:1]1[C:5]2[CH:6]=[CH:7][CH:8]=[CH:9][C:4]=2[NH:3][CH2:2]1.NC1C=CC=CC=1S.C=O.[C:20]([C:24]1[CH:25]=[C:26]([CH:30]=[C:31]([C:35]#[N:36])[C:32]=1[O:33][CH3:34])[C:27](Cl)=[O:28])([CH3:23])([CH3:22])[CH3:21], predict the reaction product. The product is: [C:20]([C:24]1[CH:25]=[C:26]([CH:30]=[C:31]([C:35]#[N:36])[C:32]=1[O:33][CH3:34])[C:27]([N:3]1[C:4]2[CH:9]=[CH:8][CH:7]=[CH:6][C:5]=2[S:1][CH2:2]1)=[O:28])([CH3:23])([CH3:21])[CH3:22]. (8) Given the reactants [F:1][CH:2]([F:37])[C:3]1[N:7]([C:8]2[N:13]=[C:12]([N:14]3[CH2:19][CH2:18][O:17][CH2:16][CH2:15]3)[N:11]=[C:10]([N:20]3[CH2:25][CH2:24][NH:23][CH2:22][CH2:21]3)[N:9]=2)[C:6]2[CH:26]=[CH:27][CH:28]=[C:29]([O:30][CH2:31][CH2:32][CH2:33][N:34]([CH3:36])[CH3:35])[C:5]=2[N:4]=1.C([O-])([O-])=O.[K+].[K+].[CH3:44][S:45](Cl)(=[O:47])=[O:46].CCOC(C)=O, predict the reaction product. The product is: [F:37][CH:2]([F:1])[C:3]1[N:7]([C:8]2[N:9]=[C:10]([N:20]3[CH2:25][CH2:24][N:23]([S:45]([CH3:44])(=[O:47])=[O:46])[CH2:22][CH2:21]3)[N:11]=[C:12]([N:14]3[CH2:15][CH2:16][O:17][CH2:18][CH2:19]3)[N:13]=2)[C:6]2[CH:26]=[CH:27][CH:28]=[C:29]([O:30][CH2:31][CH2:32][CH2:33][N:34]([CH3:36])[CH3:35])[C:5]=2[N:4]=1. (9) Given the reactants Br[C:2]1[CH:3]=[C:4]([CH:8]=[C:9]([N:11]2[C:19]3[C:14](=[CH:15][C:16]([F:20])=[CH:17][CH:18]=3)[C@@:13]3([CH2:22][C@@:21]3([C:26]3[CH:31]=[CH:30][C:29]([Cl:32])=[CH:28][CH:27]=3)[CH:23]([CH3:25])[CH3:24])[C:12]2=[O:33])[CH:10]=1)[C:5]([O-:7])=[O:6].O[Li].[OH2:36], predict the reaction product. The product is: [Cl:32][C:29]1[CH:30]=[CH:31][C:26]([C@:21]2([CH:23]([CH3:24])[CH3:25])[C@:13]3([C:14]4[C:19](=[CH:18][CH:17]=[C:16]([F:20])[CH:15]=4)[N:11]([C:9]4[CH:8]=[C:4]([CH:3]=[C:2]([N:11]5[CH2:9][CH2:8][O:36][C:12]5=[O:33])[CH:10]=4)[C:5]([OH:7])=[O:6])[C:12]3=[O:33])[CH2:22]2)=[CH:27][CH:28]=1.